This data is from Full USPTO retrosynthesis dataset with 1.9M reactions from patents (1976-2016). The task is: Predict the reactants needed to synthesize the given product. Given the product [C:14]([C:13]([NH:12][C:4](=[O:5])[C:3]1[CH:7]=[CH:8][C:9]([F:11])=[CH:10][C:2]=1[F:1])([CH3:29])[CH2:16][N:17]1[CH:25]=[C:24]2[C:19]([C:20]([Cl:28])=[C:21]([Cl:27])[CH:22]=[C:23]2[Cl:26])=[N:18]1)#[N:15], predict the reactants needed to synthesize it. The reactants are: [F:1][C:2]1[CH:10]=[C:9]([F:11])[CH:8]=[CH:7][C:3]=1[C:4](Cl)=[O:5].[NH2:12][C:13]([CH3:29])([CH2:16][N:17]1[CH:25]=[C:24]2[C:19]([C:20]([Cl:28])=[C:21]([Cl:27])[CH:22]=[C:23]2[Cl:26])=[N:18]1)[C:14]#[N:15].